This data is from Reaction yield outcomes from USPTO patents with 853,638 reactions. The task is: Predict the reaction yield, written as a fraction of the theoretical maximum amount of product (1.0 means a 100% yield; for example, 0.34 means a 34% yield). (1) The reactants are [CH2:1]([O:3][C:4](=[O:24])[C:5](=[CH:11][CH:12]([C:16]1[C:21]([CH3:22])=[C:20]([Cl:23])[CH:19]=[CH:18][N:17]=1)[CH:13]1[CH2:15][CH2:14]1)[C:6](OCC)=[O:7])[CH3:2]. The catalyst is C1C=CC(C2C=CC=CC=2)=CC=1.C1C=CC(OC2C=CC=CC=2)=CC=1. The product is [Cl:23][C:20]1[CH:19]=[CH:18][N:17]2[C:16]([C:21]=1[CH3:22])=[C:12]([CH:13]1[CH2:15][CH2:14]1)[CH:11]=[C:5]([C:4]([O:3][CH2:1][CH3:2])=[O:24])[C:6]2=[O:7]. The yield is 0.750. (2) The reactants are [C:1]([NH:8][CH2:9][CH2:10][CH2:11][OH:12])([O:3][C:4]([CH3:7])([CH3:6])[CH3:5])=[O:2].[CH3:13][S:14](Cl)(=[O:16])=[O:15]. The catalyst is C(Cl)Cl. The product is [CH3:13][S:14]([O:12][CH2:11][CH2:10][CH2:9][NH:8][C:1]([O:3][C:4]([CH3:5])([CH3:6])[CH3:7])=[O:2])(=[O:16])=[O:15]. The yield is 1.00. (3) The yield is 0.840. The catalyst is C(#N)C. The product is [F:31][C:30]([F:33])([F:32])[C:27]1[N:28]=[CH:29][C:24]([NH:1][C@@H:2]2[CH2:7][C@@H:6]3[N:8]([C:9]([O:11][C:12]([CH3:15])([CH3:14])[CH3:13])=[O:10])[C@H:3]2[CH2:4][CH2:5]3)=[N:25][CH:26]=1. The reactants are [NH2:1][C@@H:2]1[CH2:7][C@@H:6]2[N:8]([C:9]([O:11][C:12]([CH3:15])([CH3:14])[CH3:13])=[O:10])[C@H:3]1[CH2:4][CH2:5]2.C(N(CC)CC)C.Cl[C:24]1[CH:29]=[N:28][C:27]([C:30]([F:33])([F:32])[F:31])=[CH:26][N:25]=1.